Predict the product of the given reaction. From a dataset of Forward reaction prediction with 1.9M reactions from USPTO patents (1976-2016). (1) Given the reactants [C:1]([CH:3]([CH:7]1[C:11]([Cl:12])=[C:10](Cl)C(=O)O1)[C:4]([NH2:6])=[O:5])#[N:2].Cl.[CH3:16][O:17][C:18]1[CH:19]=[CH:20][C:21]([S:26]([CH3:29])(=[O:28])=[O:27])=[C:22]([CH2:24][NH2:25])[CH:23]=1.C(=O)([O-])[O-].[K+].[K+].[OH-].[Na+], predict the reaction product. The product is: [ClH:12].[Cl:12][C:11]1[CH:7]=[C:3]([C:4]([NH2:6])=[O:5])[C:1](=[NH:2])[N:25]([CH2:24][C:22]2[CH:23]=[C:18]([O:17][CH3:16])[CH:19]=[CH:20][C:21]=2[S:26]([CH3:29])(=[O:28])=[O:27])[CH:10]=1. (2) Given the reactants [F:1][C@@H:2]1[CH2:6][N:5]([CH2:7][C:8]2[CH:13]=[CH:12][CH:11]=[C:10]([C:14]([F:17])([F:16])[F:15])[CH:9]=2)[C@@H:4]([C:18]([NH:20][C@H:21]([C:23]2[CH:32]=[CH:31][C:26]([C:27]([O:29]C)=[O:28])=[CH:25][CH:24]=2)[CH3:22])=[O:19])[CH2:3]1.O[Li:34].O, predict the reaction product. The product is: [F:1][C@@H:2]1[CH2:6][N:5]([CH2:7][C:8]2[CH:13]=[CH:12][CH:11]=[C:10]([C:14]([F:17])([F:15])[F:16])[CH:9]=2)[C@@H:4]([C:18]([NH:20][C@H:21]([C:23]2[CH:24]=[CH:25][C:26]([C:27]([O-:29])=[O:28])=[CH:31][CH:32]=2)[CH3:22])=[O:19])[CH2:3]1.[Li+:34]. (3) Given the reactants Cl.[Cl:2][C:3]1[S:7][C:6]([S:8]([NH:11][C:12]2[CH:17]=[CH:16][C:15]([F:18])=[C:14]([NH:19][C:20]3[C:25]([C:26]4[N:34]=[CH:33][N:32]=[C:31]5[C:27]=4[N:28]=[CH:29][N:30]5C4CCCCO4)=[CH:24][CH:23]=[CH:22][N:21]=3)[C:13]=2[F:41])(=[O:10])=[O:9])=[CH:5][CH:4]=1, predict the reaction product. The product is: [N:34]1[C:26]([C:25]2[C:20]([NH:19][C:14]3[C:13]([F:41])=[C:12]([NH:11][S:8]([C:6]4[S:7][C:3]([Cl:2])=[CH:4][CH:5]=4)(=[O:10])=[O:9])[CH:17]=[CH:16][C:15]=3[F:18])=[N:21][CH:22]=[CH:23][CH:24]=2)=[C:27]2[C:31]([NH:30][CH:29]=[N:28]2)=[N:32][CH:33]=1. (4) Given the reactants [H-].[Na+].[N+:3]([C:6]1[N:7]=[C:8]2[N:13]([CH:14]=1)[CH2:12][C@H:11]([OH:15])[CH2:10][O:9]2)([O-:5])=[O:4].[Cl:16][C:17]1[CH:22]=[N:21][C:20]([CH2:23]I)=[CH:19][N:18]=1, predict the reaction product. The product is: [Cl:16][C:17]1[N:18]=[CH:19][C:20]([CH2:23][O:15][C@@H:11]2[CH2:10][O:9][C:8]3=[N:7][C:6]([N+:3]([O-:5])=[O:4])=[CH:14][N:13]3[CH2:12]2)=[N:21][CH:22]=1. (5) Given the reactants Cl[C:2]1[N:7]=[CH:6][N:5]=[C:4]([O:8][CH:9]2[CH2:14][CH2:13][N:12]([C:15]([O:17][C:18]([CH3:21])([CH3:20])[CH3:19])=[O:16])[CH2:11][CH2:10]2)[C:3]=1[CH3:22].[CH3:23][N:24]1[C:28]2[CH2:29][NH:30][CH2:31][C:27]=2[CH:26]=[N:25]1.C(=O)([O-])[O-].[Cs+].[Cs+], predict the reaction product. The product is: [CH3:22][C:3]1[C:4]([O:8][CH:9]2[CH2:14][CH2:13][N:12]([C:15]([O:17][C:18]([CH3:21])([CH3:20])[CH3:19])=[O:16])[CH2:11][CH2:10]2)=[N:5][CH:6]=[N:7][C:2]=1[N:30]1[CH2:31][C:27]2[CH:26]=[N:25][N:24]([CH3:23])[C:28]=2[CH2:29]1. (6) The product is: [Cl:1][C:2]1[CH:3]=[C:4]([CH:8]=[C:9]([F:11])[CH:10]=1)[C:5]([Cl:15])=[O:6]. Given the reactants [Cl:1][C:2]1[CH:3]=[C:4]([CH:8]=[C:9]([F:11])[CH:10]=1)[C:5](O)=[O:6].C(Cl)(=O)C([Cl:15])=O, predict the reaction product. (7) Given the reactants [CH:1]1[CH:2]=[C:3]([N:9]2[CH2:14][CH2:13][N:12]([CH2:15][CH2:16][CH2:17][CH2:18][O:19][C:20]3[CH:21]=[CH:22][C:23]4[CH2:30][CH2:29][C:27](=[O:28])[NH:26][C:24]=4[CH:25]=3)[CH2:11][CH2:10]2)[C:4]([Cl:8])=[C:5]([Cl:7])[CH:6]=1.[C:31]([OH:40])(=[O:39])[CH2:32][CH2:33][CH2:34][CH2:35][C:36]([OH:38])=[O:37], predict the reaction product. The product is: [CH:1]1[CH:2]=[C:3]([N:9]2[CH2:14][CH2:13][N:12]([CH2:15][CH2:16][CH2:17][CH2:18][O:19][C:20]3[CH:21]=[CH:22][C:23]4[CH2:30][CH2:29][C:27](=[O:28])[NH:26][C:24]=4[CH:25]=3)[CH2:11][CH2:10]2)[C:4]([Cl:8])=[C:5]([Cl:7])[CH:6]=1.[C:31]([OH:40])(=[O:39])[CH2:32][CH2:33][CH2:34][CH2:35][C:36]([OH:38])=[O:37]. (8) Given the reactants [CH:1]1([O:5][C:6]2[C:15](B3OC(C)(C)C(C)(C)O3)=[CH:14][CH:13]=[C:12]3[C:7]=2[CH2:8][CH2:9][C@H:10]([CH3:30])[N:11]3[C:25]([CH:27]2[CH2:29][CH2:28]2)=[O:26])[CH2:4][CH2:3][CH2:2]1.Br[C:32]1[N:33]([CH2:38][O:39][CH2:40][CH2:41][Si:42]([CH3:45])([CH3:44])[CH3:43])[C:34]([Br:37])=[CH:35][N:36]=1.C(=O)([O-])[O-].[Cs+].[Cs+], predict the reaction product. The product is: [Br:37][C:34]1[N:33]([CH2:38][O:39][CH2:40][CH2:41][Si:42]([CH3:45])([CH3:44])[CH3:43])[C:32]([C:15]2[C:6]([O:5][CH:1]3[CH2:4][CH2:3][CH2:2]3)=[C:7]3[C:12](=[CH:13][CH:14]=2)[N:11]([C:25]([CH:27]2[CH2:29][CH2:28]2)=[O:26])[C@@H:10]([CH3:30])[CH2:9][CH2:8]3)=[N:36][CH:35]=1. (9) Given the reactants C(Cl)(=O)C.[Cl:5][C:6]1[N:7]=[C:8]2[C:13](=[CH:14][CH:15]=1)[N:12]=[CH:11][C:10]([N:16]1[CH2:21][CH2:20][N:19](C(OC(C)(C)C)=O)[CH2:18][CH2:17]1)=[CH:9]2, predict the reaction product. The product is: [Cl:5][C:6]1[CH:15]=[CH:14][C:13]2[C:8](=[CH:9][C:10]([N:16]3[CH2:21][CH2:20][NH:19][CH2:18][CH2:17]3)=[CH:11][N:12]=2)[N:7]=1.